From a dataset of Full USPTO retrosynthesis dataset with 1.9M reactions from patents (1976-2016). Predict the reactants needed to synthesize the given product. Given the product [C:1]([C:5]1[CH:6]=[C:7]2[C:12](=[C:13]([F:15])[CH:14]=1)[C:11](=[O:16])[N:10]([C:17]1[CH:24]=[C:23]([F:25])[CH:22]=[C:21]([C:26]3[CH:31]=[C:30]([NH:32][C:33]4[CH:38]=[CH:37][C:36]([N:39]5[CH2:44][C@@H:43]([CH3:45])[N:42]([CH:46]6[CH2:49][O:48][CH2:47]6)[CH2:41][C@@H:40]5[CH3:50])=[CH:35][N:34]=4)[C:29](=[O:51])[N:28]([CH3:52])[CH:27]=3)[C:18]=1[CH2:19][OH:20])[N:9]=[CH:8]2)([CH3:3])([CH3:4])[CH3:2], predict the reactants needed to synthesize it. The reactants are: [C:1]([C:5]1[CH:6]=[C:7]2[C:12](=[C:13]([F:15])[CH:14]=1)[C:11](=[O:16])[N:10]([C:17]1[CH:24]=[C:23]([F:25])[CH:22]=[C:21]([C:26]3[CH:31]=[C:30]([NH:32][C:33]4[CH:38]=[CH:37][C:36]([N:39]5[CH2:44][C@@H:43]([CH3:45])[N:42]([CH:46]6[CH2:49][O:48][CH2:47]6)[CH2:41][C@@H:40]5[CH3:50])=[CH:35][N:34]=4)[C:29](=[O:51])[N:28]([CH3:52])[CH:27]=3)[C:18]=1[CH:19]=[O:20])[N:9]=[CH:8]2)([CH3:4])([CH3:3])[CH3:2].[BH4-].[Na+].